This data is from Full USPTO retrosynthesis dataset with 1.9M reactions from patents (1976-2016). The task is: Predict the reactants needed to synthesize the given product. (1) Given the product [NH2:25][CH2:17][C:6]1[N:7]([CH2:13][CH:14]([CH3:16])[CH3:15])[C:8](=[O:12])[C:9]2[C:4]([C:5]=1[C:19]1[CH:24]=[CH:23][CH:22]=[CH:21][CH:20]=1)=[CH:3][C:2]([Br:1])=[CH:11][CH:10]=2, predict the reactants needed to synthesize it. The reactants are: [Br:1][C:2]1[CH:3]=[C:4]2[C:9](=[CH:10][CH:11]=1)[C:8](=[O:12])[N:7]([CH2:13][CH:14]([CH3:16])[CH3:15])[C:6]([CH2:17]Cl)=[C:5]2[C:19]1[CH:24]=[CH:23][CH:22]=[CH:21][CH:20]=1.[NH3:25]. (2) Given the product [C:35]([O:28][CH2:27][C:20]1[N:21]([CH2:22][C:23]([OH:25])([CH3:24])[CH3:26])[C:13]2[C:12]3[CH:11]=[CH:10][C:9]([O:8][CH2:1][C:2]4[CH:3]=[CH:4][CH:5]=[CH:6][CH:7]=4)=[CH:18][C:17]=3[N:16]=[CH:15][C:14]=2[N:19]=1)(=[O:37])[CH3:36], predict the reactants needed to synthesize it. The reactants are: [CH2:1]([O:8][C:9]1[CH:10]=[CH:11][C:12]2[C:13]3[N:21]([CH2:22][C:23]([CH3:26])([OH:25])[CH3:24])[C:20]([CH2:27][OH:28])=[N:19][C:14]=3[CH:15]=[N:16][C:17]=2[CH:18]=1)[C:2]1[CH:7]=[CH:6][CH:5]=[CH:4][CH:3]=1.N1C=CC=CC=1.[C:35](OC(=O)C)(=[O:37])[CH3:36]. (3) Given the product [CH3:34][O:35][CH2:36][CH2:37][C:38]([NH:18][S:15]([C:11]1[O:12][C:13]([CH3:14])=[C:9]([CH2:8][O:7][C:4]2[CH:3]=[CH:2][C:1]([C:19]3[CH:20]=[CH:21][CH:22]=[CH:23][CH:24]=3)=[CH:6][CH:5]=2)[CH:10]=1)(=[O:17])=[O:16])=[O:39], predict the reactants needed to synthesize it. The reactants are: [C:1]1([C:19]2[CH:24]=[CH:23][CH:22]=[CH:21][CH:20]=2)[CH:6]=[CH:5][C:4]([O:7][CH2:8][C:9]2[CH:10]=[C:11]([S:15]([NH2:18])(=[O:17])=[O:16])[O:12][C:13]=2[CH3:14])=[CH:3][CH:2]=1.C(N(C(C)C)CC)(C)C.[CH3:34][O:35][CH2:36][CH2:37][C:38](O)=[O:39].F[P-](F)(F)(F)(F)F.N1(OC(N(C)C)=[N+](C)C)C2N=CC=CC=2N=N1. (4) Given the product [ClH:24].[ClH:24].[Br:1][C:2]1[CH:7]=[C:6]([N+:8]([O-:10])=[O:9])[CH:5]=[CH:4][C:3]=1[N:11]1[CH2:16][CH2:15][NH:14][CH2:13][CH2:12]1, predict the reactants needed to synthesize it. The reactants are: [Br:1][C:2]1[CH:7]=[C:6]([N+:8]([O-:10])=[O:9])[CH:5]=[CH:4][C:3]=1[N:11]1[CH2:16][CH2:15][N:14](C(OC(C)(C)C)=O)[CH2:13][CH2:12]1.[ClH:24].O1CCOCC1. (5) Given the product [CH2:6]([NH:13][CH:38]([C:39]1[CH:40]=[CH:41][CH:42]=[CH:43][CH:44]=1)[CH2:37][C:36]([O:46][C:47]([CH3:50])([CH3:49])[CH3:48])=[O:45])[C:7]1[CH:12]=[CH:11][CH:10]=[CH:9][CH:8]=1, predict the reactants needed to synthesize it. The reactants are: C([Li])CCC.[CH2:6]([NH:13][Si](C)(C)C)[C:7]1[CH:12]=[CH:11][CH:10]=[CH:9][CH:8]=1.CO[C@H](C1C=CC=CC=1)[C@H](OC)C1C=CC=CC=1.[C:36]([O:46][C:47]([CH3:50])([CH3:49])[CH3:48])(=[O:45])[CH:37]=[CH:38][C:39]1[CH:44]=[CH:43][CH:42]=[CH:41][CH:40]=1.Cl[Si](C)(C)C. (6) Given the product [F:10][C:9]([F:11])([F:12])[C:7]1[CH:6]=[C:5]([CH:13]2[CH2:18][CH2:17][CH2:16][N:15]([CH2:25][C@H:23]([OH:24])[C:22]([F:27])([F:26])[F:21])[CH2:14]2)[CH:4]=[C:3]([C:2]([F:1])([F:19])[F:20])[CH:8]=1, predict the reactants needed to synthesize it. The reactants are: [F:1][C:2]([F:20])([F:19])[C:3]1[CH:4]=[C:5]([CH:13]2[CH2:18][CH2:17][CH2:16][NH:15][CH2:14]2)[CH:6]=[C:7]([C:9]([F:12])([F:11])[F:10])[CH:8]=1.[F:21][C:22]([F:27])([F:26])[C@@H:23]1[CH2:25][O:24]1. (7) Given the product [CH3:12][O:13][C:14]1[CH:19]=[CH:18][C:17]([S:20]([NH:1][C:2]2[CH:3]=[CH:4][CH:5]=[C:6]3[C:11]=2[N:10]=[CH:9][CH:8]=[CH:7]3)(=[O:21])=[O:22])=[C:16]([N+:24]([O-:26])=[O:25])[CH:15]=1, predict the reactants needed to synthesize it. The reactants are: [NH2:1][C:2]1[CH:3]=[CH:4][CH:5]=[C:6]2[C:11]=1[N:10]=[CH:9][CH:8]=[CH:7]2.[CH3:12][O:13][C:14]1[CH:19]=[CH:18][C:17]([S:20](Cl)(=[O:22])=[O:21])=[C:16]([N+:24]([O-:26])=[O:25])[CH:15]=1. (8) Given the product [Br:1][C:2]1[CH:3]=[CH:4][C:5]([Cl:17])=[C:6]([CH:16]=1)[CH2:7][C:8]1[CH:13]=[CH:12][C:11]([CH:14]=[O:15])=[CH:10][CH:9]=1, predict the reactants needed to synthesize it. The reactants are: [Br:1][C:2]1[CH:3]=[CH:4][C:5]([Cl:17])=[C:6]([CH:16]=1)[CH2:7][C:8]1[CH:13]=[CH:12][C:11]([CH2:14][OH:15])=[CH:10][CH:9]=1.CC(OI1(OC(C)=O)(OC(C)=O)OC(=O)C2C=CC=CC1=2)=O.[OH-].[Na+].